This data is from Full USPTO retrosynthesis dataset with 1.9M reactions from patents (1976-2016). The task is: Predict the reactants needed to synthesize the given product. Given the product [Cl:1][C:2]1[CH:7]=[CH:6][CH:5]=[CH:4][C:3]=1[CH:8]([N:18]([C:39]1[CH:44]=[CH:43][CH:42]=[C:41]([F:45])[CH:40]=1)[C:19]([C@@H:21]1[CH2:25][N:24]([CH2:26][CH2:27][OH:28])[C:23](=[O:32])[N:22]1[C:33]1[CH:4]=[C:3]([C:8]#[N:18])[CH:2]=[CH:7][N:38]=1)=[O:20])[C:9]([NH:11][CH:12]1[CH2:15][C:14]([F:16])([F:17])[CH2:13]1)=[O:10], predict the reactants needed to synthesize it. The reactants are: [Cl:1][C:2]1[CH:7]=[CH:6][CH:5]=[CH:4][C:3]=1[CH:8]([N:18]([C:39]1[CH:44]=[CH:43][CH:42]=[C:41]([F:45])[CH:40]=1)[C:19]([C@@H:21]1[CH2:25][N:24]([CH2:26][C:27](OCC)=[O:28])[C:23](=[O:32])[N:22]1[C:33]1[N:38]=CC=CN=1)=[O:20])[C:9]([NH:11][CH:12]1[CH2:15][C:14]([F:17])([F:16])[CH2:13]1)=[O:10].[Li+].[BH4-].